This data is from Forward reaction prediction with 1.9M reactions from USPTO patents (1976-2016). The task is: Predict the product of the given reaction. Given the reactants [H-].[Na+].[C:3]([O:9]CC)(=O)[CH2:4][C:5]([CH3:7])=O.[Cl:12][C:13]1[N:22]=C(Cl)C2[C:15](=[CH:16][CH:17]=[CH:18][CH:19]=2)[N:14]=1.[NH4+:24].[OH-], predict the reaction product. The product is: [Cl:12][C:13]1[N:22]=[C:5]([CH2:4][C:3]([NH2:24])=[O:9])[C:7]2[C:15](=[CH:16][CH:17]=[CH:18][CH:19]=2)[N:14]=1.